Predict the reactants needed to synthesize the given product. From a dataset of Full USPTO retrosynthesis dataset with 1.9M reactions from patents (1976-2016). (1) Given the product [C:1]([C:3]1[CH:4]=[C:5]([CH:10]=[CH:11][C:12]=1[O:13][CH:23]([CH3:25])[CH3:24])[C:6]([O:8][CH3:9])=[O:7])#[N:2], predict the reactants needed to synthesize it. The reactants are: [C:1]([C:3]1[CH:4]=[C:5]([CH:10]=[CH:11][C:12]=1[OH:13])[C:6]([O:8][CH3:9])=[O:7])#[N:2].C([O-])([O-])=O.[K+].[K+].C(C(N)CBr)(O[C:23](C)([CH3:25])[CH3:24])=O. (2) The reactants are: [C:1]([C:3]1[C:4]([N:10]=[CH:11][N:12](C)C)=[N:5][C:6]([CH3:9])=[CH:7][CH:8]=1)#[N:2].N[C:16]1[CH:21]=[C:20]([O:22][CH2:23][C:24]2[CH:29]=[CH:28][C:27]([O:30][CH3:31])=[CH:26][CH:25]=2)[CH:19]=[CH:18][C:17]=1[S:32][C:33]1[CH:38]=[CH:37][C:36]([OH:39])=[CH:35][CH:34]=1. Given the product [CH3:31][O:30][C:27]1[CH:26]=[CH:25][C:24]([CH2:23][O:22][C:20]2[CH:19]=[CH:18][C:17]([S:32][C:33]3[CH:38]=[CH:37][C:36]([OH:39])=[CH:35][CH:34]=3)=[C:16]([NH:2][C:1]3[C:3]4[CH:8]=[CH:7][C:6]([CH3:9])=[N:5][C:4]=4[N:10]=[CH:11][N:12]=3)[CH:21]=2)=[CH:29][CH:28]=1, predict the reactants needed to synthesize it. (3) The reactants are: [CH3:1][C:2]1[CH:9]=[CH:8][C:5]([C:6]#[N:7])=[CH:4][C:3]=1[C:10]([F:13])([F:12])[F:11].[Br:14]N1C(=O)CCC1=O.C(OOC(=O)C1C=CC=CC=1)(=O)C1C=CC=CC=1.O. Given the product [Br:14][CH2:1][C:2]1[CH:9]=[CH:8][C:5]([C:6]#[N:7])=[CH:4][C:3]=1[C:10]([F:11])([F:12])[F:13], predict the reactants needed to synthesize it. (4) Given the product [CH3:32][N:33]([CH3:34])[CH2:35][C:36]([N:38]1[C:47]2[C:42](=[CH:43][C:44]([O:49][CH3:50])=[C:45]([NH:48][C:2]3[N:3]4[C:4](=[N:21][C:22]5[C:23]([C:24]4=[O:25])=[C:27]([F:31])[CH:28]=[CH:29][CH:30]=5)[C:5]4[CH:10]=[CH:9][N:8]([S:11]([C:14]5[CH:19]=[CH:18][C:17]([CH3:20])=[CH:16][CH:15]=5)(=[O:13])=[O:12])[C:6]=4[N:7]=3)[CH:46]=2)[CH2:41][CH2:40][CH2:39]1)=[O:37], predict the reactants needed to synthesize it. The reactants are: Cl[C:2]1[N:3]=[C:4]([NH:21][C:22]2[CH:30]=[CH:29][CH:28]=[C:27]([F:31])[C:23]=2[C:24](N)=[O:25])[C:5]2[CH:10]=[CH:9][N:8]([S:11]([C:14]3[CH:19]=[CH:18][C:17]([CH3:20])=[CH:16][CH:15]=3)(=[O:13])=[O:12])[C:6]=2[N:7]=1.[CH3:32][N:33]([CH2:35][C:36]([N:38]1[C:47]2[C:42](=[CH:43][C:44]([O:49][CH3:50])=[C:45]([NH2:48])[CH:46]=2)[CH2:41][CH2:40][CH2:39]1)=[O:37])[CH3:34].Cl.O1CCOCC1. (5) Given the product [C:24]([O:23][C:21]([N:18]1[CH2:19][CH2:20][CH:15]([NH:14][C:12]2[O:13][C:9]3[CH:8]=[CH:7][CH:6]=[C:5]([C:3](=[O:4])[NH:54][C:55]4[CH:56]=[N:57][CH:58]=[CH:59][CH:60]=4)[C:10]=3[N:11]=2)[CH2:16][CH2:17]1)=[O:22])([CH3:25])([CH3:26])[CH3:27], predict the reactants needed to synthesize it. The reactants are: CO[C:3]([C:5]1[CH:6]=[CH:7][CH:8]=[C:9]2[O:13][C:12]([NH:14][CH:15]3[CH2:20][CH2:19][N:18]([C:21]([O:23][C:24]([CH3:27])([CH3:26])[CH3:25])=[O:22])[CH2:17][CH2:16]3)=[N:11][C:10]=12)=[O:4].C(OC(N1CCC(NC2OC3C(=C(C(O)=O)C=CC=3)N=2)CC1)=O)(C)(C)C.[NH2:54][C:55]1[CH:56]=[N:57][CH:58]=[CH:59][CH:60]=1.ClC1N=C(OC)N=C(OC)N=1.CN1CCOCC1. (6) Given the product [CH2:7]([O:6][Si:5]([CH2:4][CH2:3][CH2:2][S:16][S:19][CH2:2][CH2:3][CH2:4][Si:5]([O:6][CH2:7][CH3:8])([O:12][CH2:13][CH3:14])[O:9][CH2:10][CH3:11])([O:12][CH2:13][CH3:14])[O:9][CH2:10][CH3:11])[CH3:8], predict the reactants needed to synthesize it. The reactants are: Cl[CH2:2][CH2:3][CH2:4][Si:5]([O:12][CH2:13][CH3:14])([O:9][CH2:10][CH3:11])[O:6][CH2:7][CH3:8].[S].[S-2:16].[Na+].[Na+].[SH2:19]. (7) Given the product [CH:1]1([C:4]2[CH:5]=[C:6]([C:17]#[CH:18])[CH:7]=[C:8]3[C:13]=2[C:12](=[O:14])[CH2:11][CH2:10][C:9]3([CH3:15])[CH3:16])[CH2:3][CH2:2]1, predict the reactants needed to synthesize it. The reactants are: [CH:1]1([C:4]2[CH:5]=[C:6]([C:17]#[C:18][Si](C)(C)C)[CH:7]=[C:8]3[C:13]=2[C:12](=[O:14])[CH2:11][CH2:10][C:9]3([CH3:16])[CH3:15])[CH2:3][CH2:2]1.CO.C(=O)([O-])[O-].[K+].[K+].C(OCC)(=O)C.